This data is from Full USPTO retrosynthesis dataset with 1.9M reactions from patents (1976-2016). The task is: Predict the reactants needed to synthesize the given product. (1) Given the product [CH:10]1[C:11]2[C:12]3[CH:13]=[CH:14][CH:15]=[CH:16][C:17]=3[CH2:18][N:5]3[CH2:4][C:3]4[C:2]([C:7]([C:6]=23)=[CH:8][CH:9]=1)=[CH:22][CH:21]=[CH:20][CH:19]=4, predict the reactants needed to synthesize it. The reactants are: Br[C:2]1[CH:22]=[CH:21][CH:20]=[CH:19][C:3]=1[CH2:4][N:5]1[CH2:18][C:17]2[C:12](=[CH:13][CH:14]=[CH:15][CH:16]=2)[C:11]2[CH:10]=[CH:9][CH:8]=[CH:7][C:6]1=2.C(=O)([O-])[O-].[K+].[K+]. (2) Given the product [CH2:3]([O:10][C:26]1[C:21]([C:19]2[CH:18]=[CH:17][C:16]3[O:11][CH2:12][CH2:13][CH2:14][C:15]=3[CH:20]=2)=[C:22]([C:32](=[O:37])[C:33]([O:35][CH3:36])=[O:34])[C:23]([C:28]([F:29])([F:30])[F:31])=[CH:24][CH:25]=1)[C:4]1[CH:9]=[CH:8][CH:7]=[CH:6][CH:5]=1, predict the reactants needed to synthesize it. The reactants are: [H-].[Na+].[CH2:3]([OH:10])[C:4]1[CH:9]=[CH:8][CH:7]=[CH:6][CH:5]=1.[O:11]1[C:16]2[CH:17]=[CH:18][C:19]([C:21]3[C:26](F)=[CH:25][CH:24]=[C:23]([C:28]([F:31])([F:30])[F:29])[C:22]=3[C:32](=[O:37])[C:33]([O:35][CH3:36])=[O:34])=[CH:20][C:15]=2[CH2:14][CH2:13][CH2:12]1.Cl.C[Si](C=[N+]=[N-])(C)C.C(OCC)C. (3) Given the product [F:8][C:6]1[CH:5]=[CH:4][C:3]([N+:9]([O-:11])=[O:10])=[C:2]([CH:7]=1)[NH:12][C:13]1[CH:18]=[CH:17][C:16]([CH2:19][CH2:20][OH:21])=[CH:15][CH:14]=1, predict the reactants needed to synthesize it. The reactants are: F[C:2]1[CH:7]=[C:6]([F:8])[CH:5]=[CH:4][C:3]=1[N+:9]([O-:11])=[O:10].[NH2:12][C:13]1[CH:18]=[CH:17][C:16]([CH2:19][CH2:20][OH:21])=[CH:15][CH:14]=1. (4) Given the product [F:27][C:23]1[CH:22]=[C:21]2[C:26]([C:18]([C:15]3[CH:16]=[CH:17][C:11]4[N:10]=[C:9]([CH2:8][NH2:7])[NH:13][C:12]=4[CH:14]=3)=[CH:19][NH:20]2)=[CH:25][CH:24]=1, predict the reactants needed to synthesize it. The reactants are: C(OC(=O)[NH:7][CH2:8][C:9]1[NH:13][C:12]2[CH:14]=[C:15]([C:18]3[C:26]4[C:21](=[CH:22][C:23]([F:27])=[CH:24][CH:25]=4)[NH:20][CH:19]=3)[CH:16]=[CH:17][C:11]=2[N:10]=1)(C)(C)C.Cl. (5) Given the product [F:1][C:2]1[C:3]([CH3:13])=[C:4]([C:8]([O:11][CH3:12])=[CH:9][CH:10]=1)[C:5]([O:7][C:22]1[CH:27]=[CH:26][CH:25]=[CH:24][CH:23]=1)=[O:6], predict the reactants needed to synthesize it. The reactants are: [F:1][C:2]1[C:3]([CH3:13])=[C:4]([C:8]([O:11][CH3:12])=[CH:9][CH:10]=1)[C:5]([OH:7])=[O:6].N#N.C(Cl)(C(Cl)=O)=O.[C:22]1(O)[CH:27]=[CH:26][CH:25]=[CH:24][CH:23]=1.CCN(CC)CC.Cl.